The task is: Predict the reactants needed to synthesize the given product.. This data is from Full USPTO retrosynthesis dataset with 1.9M reactions from patents (1976-2016). (1) Given the product [CH3:1][O:2][C:3]1[C:4]([CH3:10])=[C:5]([CH:6]=[CH:7][CH:8]=1)[O:9][C:19]1[C:28]2[C:27](=[O:29])[N:26]([CH2:30][C:31]3[CH:32]=[CH:33][C:34]([O:37][CH3:38])=[CH:35][CH:36]=3)[C:25](=[O:39])[N:24]([C:40]3[CH:45]=[CH:44][C:43]([I:46])=[CH:42][C:41]=3[F:47])[C:23]=2[N:22]([CH3:48])[C:21](=[O:49])[CH:20]=1, predict the reactants needed to synthesize it. The reactants are: [CH3:1][O:2][C:3]1[C:4]([CH3:10])=[C:5]([OH:9])[CH:6]=[CH:7][CH:8]=1.[H-].[Na+].FC(F)(F)S(O[C:19]1[C:28]2[C:27](=[O:29])[N:26]([CH2:30][C:31]3[CH:36]=[CH:35][C:34]([O:37][CH3:38])=[CH:33][CH:32]=3)[C:25](=[O:39])[N:24]([C:40]3[CH:45]=[CH:44][C:43]([I:46])=[CH:42][C:41]=3[F:47])[C:23]=2[N:22]([CH3:48])[C:21](=[O:49])[CH:20]=1)(=O)=O. (2) The reactants are: [Cl:1][C:2]1[CH:7]=[CH:6][C:5]([NH:8][C:9](=[O:13])[CH2:10][CH:11]=[CH2:12])=[CH:4][CH:3]=1.[F:14][C:15]([F:30])([F:29])[C:16]1[CH:17]=[C:18]([CH:22]=[C:23]([C:25]([F:28])([F:27])[F:26])[CH:24]=1)[CH:19]=[N:20][OH:21].Cl[O-].[Na+].O. Given the product [F:14][C:15]([F:29])([F:30])[C:16]1[CH:17]=[C:18]([C:19]2[CH2:12][CH:11]([CH2:10][C:9]([NH:8][C:5]3[CH:4]=[CH:3][C:2]([Cl:1])=[CH:7][CH:6]=3)=[O:13])[O:21][N:20]=2)[CH:22]=[C:23]([C:25]([F:27])([F:28])[F:26])[CH:24]=1, predict the reactants needed to synthesize it. (3) Given the product [N+:8]([C:5]1[CH:6]=[CH:7][C:2]([N:28]2[CH2:27][CH2:26][N:25]([C:18]([O:20][C:21]([CH3:24])([CH3:23])[CH3:22])=[O:19])[CH2:30][CH2:29]2)=[CH:3][C:4]=1[O:11][C:12]1[CH:17]=[CH:16][CH:15]=[CH:14][CH:13]=1)([O-:10])=[O:9], predict the reactants needed to synthesize it. The reactants are: Cl[C:2]1[CH:7]=[CH:6][C:5]([N+:8]([O-:10])=[O:9])=[C:4]([O:11][C:12]2[CH:17]=[CH:16][CH:15]=[CH:14][CH:13]=2)[CH:3]=1.[C:18]([N:25]1[CH2:30][CH2:29][NH:28][CH2:27][CH2:26]1)([O:20][C:21]([CH3:24])([CH3:23])[CH3:22])=[O:19].C(=O)([O-])[O-]. (4) Given the product [F:48][C:7]1[CH:6]=[CH:5][C:4]([C:9]2[N:14]=[CH:13][N:12]=[C:11]([NH:15][C:16]3[CH:17]=[C:18]([CH2:22][CH2:23][S:24]([NH2:27])(=[O:25])=[O:26])[CH:19]=[CH:20][CH:21]=3)[N:10]=2)=[C:3]([O:2][CH3:1])[CH:8]=1, predict the reactants needed to synthesize it. The reactants are: [CH3:1][O:2][C:3]1[CH:8]=[CH:7][CH:6]=[CH:5][C:4]=1[C:9]1[N:14]=[CH:13][N:12]=[C:11]([NH:15][C:16]2[CH:17]=[C:18]([CH2:22][CH2:23][S:24]([NH2:27])(=[O:26])=[O:25])[CH:19]=[CH:20][CH:21]=2)[N:10]=1.ClC1N=CN=C(NC2C=C(CCS(N)(=O)=O)C=CC=2)N=1.[F:48]C1C=CC(B(O)O)=C(OC)C=1. (5) The reactants are: [OH:1][C@H:2]([C:4]1[CH:5]=[CH:6][C:7]2[CH:23]=[CH:22][C:11]3=[N:12][CH:13]=[C:14]([C:16]4[CH:17]=[N:18][N:19]([CH3:21])[CH:20]=4)[CH:15]=[C:10]3[C:9](=[O:24])[C:8]=2[CH:25]=1)[CH3:3].[H-].[Na+].[CH3:28]I.[Cl-].[NH4+]. Given the product [CH3:28][O:1][C@H:2]([C:4]1[CH:5]=[CH:6][C:7]2[CH:23]=[CH:22][C:11]3=[N:12][CH:13]=[C:14]([C:16]4[CH:17]=[N:18][N:19]([CH3:21])[CH:20]=4)[CH:15]=[C:10]3[C:9](=[O:24])[C:8]=2[CH:25]=1)[CH3:3], predict the reactants needed to synthesize it. (6) Given the product [CH3:16][O:17][C:18](=[O:34])[CH2:19][CH2:20][CH2:21][CH2:22][CH2:23][CH2:24][N:25]1[C:30](=[O:31])[CH2:29][CH2:28][CH2:27][CH:26]1[CH:32]=[O:33], predict the reactants needed to synthesize it. The reactants are: CCN=C=NCCCN(C)C.CS(C)=O.[CH3:16][O:17][C:18](=[O:34])[CH2:19][CH2:20][CH2:21][CH2:22][CH2:23][CH2:24][N:25]1[C:30](=[O:31])[CH2:29][CH2:28][CH2:27][CH:26]1[CH2:32][OH:33].FC(F)(F)C([O-])=O.[NH+]1C=CC=CC=1. (7) The reactants are: [C:1]([O:5][C:6]([NH:8][CH:9]([C:11]1[CH:12]=[C:13]([CH:17]=[CH:18][CH:19]=1)[C:14](O)=[O:15])[CH3:10])=[O:7])([CH3:4])([CH3:3])[CH3:2].B.CSC. Given the product [OH:15][CH2:14][C:13]1[CH:12]=[C:11]([CH:9]([NH:8][C:6](=[O:7])[O:5][C:1]([CH3:4])([CH3:3])[CH3:2])[CH3:10])[CH:19]=[CH:18][CH:17]=1, predict the reactants needed to synthesize it. (8) Given the product [Cl:1][C:2]1[CH:3]=[CH:4][C:5]([CH2:6][CH:7]2[CH2:12][CH:11]([C:13]([OH:15])=[O:14])[CH2:10][CH2:9][N:8]2[C:17]([O:19][CH3:20])=[O:18])=[CH:21][CH:22]=1, predict the reactants needed to synthesize it. The reactants are: [Cl:1][C:2]1[CH:22]=[CH:21][C:5]([CH2:6][CH:7]2[CH2:12][CH:11]([C:13]([O:15]C)=[O:14])[CH2:10][CH2:9][N:8]2[C:17]([O:19][CH3:20])=[O:18])=[CH:4][CH:3]=1.[Li+].[OH-].CO.O. (9) Given the product [CH3:1][O:2][C:3]1[C:11]([CH3:12])=[CH:10][CH:9]=[CH:8][C:4]=1[C:5]([NH2:15])=[O:6], predict the reactants needed to synthesize it. The reactants are: [CH3:1][O:2][C:3]1[C:11]([CH3:12])=[CH:10][CH:9]=[CH:8][C:4]=1[C:5](O)=[O:6].O.O[N:15]1C2C=CC=CC=2N=N1.Cl.CN(C)CCCN=C=NCC.N. (10) Given the product [CH3:1][O:2][C:3]1[CH:4]=[C:5]2[C:9](=[CH:10][C:11]=1[O:12][CH3:13])[N:8]([CH2:14][CH2:15][CH2:16][F:44])[CH:7]=[C:6]2[C:25]1[N:33]([S:34]([C:37]2[CH:42]=[CH:41][C:40]([CH3:43])=[CH:39][CH:38]=2)(=[O:36])=[O:35])[C:28]2=[N:29][CH:30]=[CH:31][CH:32]=[C:27]2[CH:26]=1.[CH3:1][O:2][C:3]1[CH:4]=[C:5]2[C:9](=[CH:10][C:11]=1[O:12][CH3:13])[N:8]([CH2:14][CH2:15][CH2:16][OH:17])[CH:7]=[C:6]2[C:25]1[N:33]([S:34]([C:37]2[CH:42]=[CH:41][C:40]([CH3:43])=[CH:39][CH:38]=2)(=[O:35])=[O:36])[C:28]2=[N:29][CH:30]=[CH:31][CH:32]=[C:27]2[CH:26]=1, predict the reactants needed to synthesize it. The reactants are: [CH3:1][O:2][C:3]1[CH:4]=[C:5]2[C:9](=[CH:10][C:11]=1[O:12][CH3:13])[N:8]([CH2:14][CH2:15][CH2:16][O:17][Si](C(C)(C)C)(C)C)[CH:7]=[C:6]2[C:25]1[N:33]([S:34]([C:37]2[CH:42]=[CH:41][C:40]([CH3:43])=[CH:39][CH:38]=2)(=[O:36])=[O:35])[C:28]2=[N:29][CH:30]=[CH:31][CH:32]=[C:27]2[CH:26]=1.[F-:44].C([N+](CCCC)(CCCC)CCCC)CCC.